Dataset: Catalyst prediction with 721,799 reactions and 888 catalyst types from USPTO. Task: Predict which catalyst facilitates the given reaction. (1) Reactant: [F:1][C:2]([F:18])([F:17])[C:3]1[CH:8]=[CH:7][C:6]([O:9][C:10]([CH2:15][F:16])([C:13]#[CH:14])[CH2:11][F:12])=[CH:5][CH:4]=1.C([Li])CCC.[C:24]([CH2:26][CH2:27][N:28]=[C:29]=[O:30])#[N:25].[Cl-].[NH4+]. Product: [C:24]([CH2:26][CH2:27][NH:28][C:29](=[O:30])[C:14]#[C:13][C:10]([CH2:11][F:12])([O:9][C:6]1[CH:7]=[CH:8][C:3]([C:2]([F:17])([F:18])[F:1])=[CH:4][CH:5]=1)[CH2:15][F:16])#[N:25]. The catalyst class is: 310. (2) Reactant: [Cl:1][C:2]1[CH:7]=[CH:6][C:5]([F:8])=[CH:4][C:3]=1[CH2:9][NH:10][N:11]1[C:16](=O)[CH:15]=[C:14]([CH3:18])[N:13]([CH2:19][C:20]([O:22][C:23]([CH3:26])([CH3:25])[CH3:24])=[O:21])[C:12]1=[O:27].COC1C=CC(P2(SP(C3C=CC(OC)=CC=3)(=S)S2)=[S:37])=CC=1. Product: [Cl:1][C:2]1[CH:7]=[CH:6][C:5]([F:8])=[CH:4][C:3]=1[CH2:9][NH:10][N:11]1[C:16](=[S:37])[CH:15]=[C:14]([CH3:18])[N:13]([CH2:19][C:20]([O:22][C:23]([CH3:26])([CH3:25])[CH3:24])=[O:21])[C:12]1=[O:27]. The catalyst class is: 17. (3) Reactant: CS(O[CH2:6][C:7]12[CH2:15][CH:11]3[CH2:12][CH:13]([CH2:14]1)[C:9]([C:16]1([CH3:21])[O:20][CH2:19][CH2:18][O:17]1)([CH2:10]3)[CH2:8]2)(=O)=O.C([O-])([O-])=O.[K+].[K+].[NH:28]1[CH:32]=[N:31][CH:30]=[N:29]1. Product: [CH3:21][C:16]1([C:9]23[CH2:10][CH:11]4[CH2:15][C:7]([CH2:6][N:28]5[CH:32]=[N:31][CH:30]=[N:29]5)([CH2:14][CH:13]2[CH2:12]4)[CH2:8]3)[O:17][CH2:18][CH2:19][O:20]1. The catalyst class is: 18. (4) Reactant: [O:1]=[S:2]1(=[O:17])[CH2:7][C:6](=[O:8])[NH:5][C:4]2[CH:9]=[C:10]([CH2:13][C:14]([OH:16])=O)[CH:11]=[CH:12][C:3]1=2.CCN=C=NCCCN(C)C.C1C=CC2N(O)N=NC=2C=1.[Si:39]([O:46][C@H:47]1[CH2:51][CH2:50][N:49]([CH2:52][C@H:53]([C:56]2[CH:57]=[C:58]([CH:68]=[CH:69][CH:70]=2)[O:59][CH2:60][C:61]([O:63][C:64]([CH3:67])([CH3:66])[CH3:65])=[O:62])[NH:54][CH3:55])[CH2:48]1)([C:42]([CH3:45])([CH3:44])[CH3:43])([CH3:41])[CH3:40]. Product: [Si:39]([O:46][C@H:47]1[CH2:51][CH2:50][N:49]([CH2:52][C@H:53]([C:56]2[CH:57]=[C:58]([CH:68]=[CH:69][CH:70]=2)[O:59][CH2:60][C:61]([O:63][C:64]([CH3:67])([CH3:66])[CH3:65])=[O:62])[N:54]([CH3:55])[C:14](=[O:16])[CH2:13][C:10]2[CH:11]=[CH:12][C:3]3[S:2](=[O:1])(=[O:17])[CH2:7][C:6](=[O:8])[NH:5][C:4]=3[CH:9]=2)[CH2:48]1)([C:42]([CH3:44])([CH3:45])[CH3:43])([CH3:41])[CH3:40]. The catalyst class is: 42. (5) Reactant: [CH2:1]([O:5][CH2:6][CH2:7][O:8][C:9]1[CH:14]=[CH:13][C:12]([C:15]2[CH:16]=[CH:17][C:18]3[N:24]([CH2:25][CH:26]([CH3:28])[CH3:27])[CH2:23][CH2:22][C:21]([C:29]([NH:31][C:32]4[CH:33]=[N:34][C:35]([S:38][CH2:39][C:40]5[N:44]([CH2:45][CH2:46][CH3:47])[CH:43]=[N:42][CH:41]=5)=[CH:36][CH:37]=4)=[O:30])=[CH:20][C:19]=3[CH:48]=2)=[CH:11][CH:10]=1)[CH2:2][CH2:3][CH3:4].ClC1C=CC=C(C(OO)=[O:57])C=1.S([O-])([O-])(=O)=S.[Na+].[Na+]. Product: [CH2:1]([O:5][CH2:6][CH2:7][O:8][C:9]1[CH:14]=[CH:13][C:12]([C:15]2[CH:16]=[CH:17][C:18]3[N:24]([CH2:25][CH:26]([CH3:27])[CH3:28])[CH2:23][CH2:22][C:21]([C:29]([NH:31][C:32]4[CH:33]=[N:34][C:35]([S:38]([CH2:39][C:40]5[N:44]([CH2:45][CH2:46][CH3:47])[CH:43]=[N:42][CH:41]=5)=[O:57])=[CH:36][CH:37]=4)=[O:30])=[CH:20][C:19]=3[CH:48]=2)=[CH:11][CH:10]=1)[CH2:2][CH2:3][CH3:4]. The catalyst class is: 2. (6) Reactant: [SH:1][C:2]1[N:7]=[C:6]([OH:8])[CH:5]=[C:4]([C:9]([F:12])([F:11])[F:10])[N:3]=1.C(=O)([O-])[O-].[K+].[K+].Br[CH2:20][C:21]1[C:22]([CH2:29][CH3:30])=[N:23][CH:24]=[CH:25][C:26]=1[CH2:27][CH3:28]. Product: [CH2:29]([C:22]1[C:21]([CH2:20][S:1][C:2]2[N:7]=[C:6]([OH:8])[CH:5]=[C:4]([C:9]([F:12])([F:10])[F:11])[N:3]=2)=[C:26]([CH2:27][CH3:28])[CH:25]=[CH:24][N:23]=1)[CH3:30]. The catalyst class is: 3.